From a dataset of Reaction yield outcomes from USPTO patents with 853,638 reactions. Predict the reaction yield, written as a fraction of the theoretical maximum amount of product (1.0 means a 100% yield; for example, 0.34 means a 34% yield). (1) The yield is 0.250. The product is [CH3:10][O:11][C:12]([C:14]1[CH:19]=[CH:18][N:17]=[C:16]([O:9][C:3]2[CH:8]=[CH:7][CH:6]=[CH:5][CH:4]=2)[N:15]=1)=[O:13]. The reactants are [H-].[Na+].[C:3]1([OH:9])[CH:8]=[CH:7][CH:6]=[CH:5][CH:4]=1.[CH3:10][O:11][C:12]([C:14]1[CH:19]=[CH:18][N:17]=[C:16](S(C)(=O)=O)[N:15]=1)=[O:13]. The catalyst is C1COCC1. (2) The reactants are [F:1][C:2]([F:11])([F:10])[C:3]1[CH:7]=[C:6]([CH2:8]O)[O:5][N:4]=1.[Br:12]P(Br)Br. The catalyst is CN(C)C=O. The product is [Br:12][CH2:8][C:6]1[O:5][N:4]=[C:3]([C:2]([F:11])([F:10])[F:1])[CH:7]=1. The yield is 0.593.